From a dataset of Full USPTO retrosynthesis dataset with 1.9M reactions from patents (1976-2016). Predict the reactants needed to synthesize the given product. (1) Given the product [CH3:26][C:23]1[CH:24]=[CH:25][C:20]([C:2]2[C:10]3[N:9]4[CH2:11][CH2:12][CH2:13][NH:14][C:15](=[O:16])[C:8]4=[CH:7][C:6]=3[CH:5]=[C:4]([C:17]#[N:18])[CH:3]=2)=[CH:21][CH:22]=1, predict the reactants needed to synthesize it. The reactants are: Br[C:2]1[C:10]2[N:9]3[CH2:11][CH2:12][CH2:13][NH:14][C:15](=[O:16])[C:8]3=[CH:7][C:6]=2[CH:5]=[C:4]([C:17]#[N:18])[CH:3]=1.B(O)(O)[C:20]1[CH:21]=[CH:22][C:23]([CH3:26])=[CH:24][CH:25]=1. (2) Given the product [CH:1]1([CH2:4][O:5][C:6]2[CH:11]=[CH:10][C:9]([CH:12]([F:14])[F:13])=[CH:8][C:7]=2[C:15]2[C:16]3[NH:23][C:22]([CH3:24])=[C:21]([C:25]([NH:29][C@H:30]4[CH2:34][CH2:33][C@H:32]([NH:35][C:36](=[O:42])[O:37][C:38]([CH3:40])([CH3:39])[CH3:41])[CH2:31]4)=[O:27])[C:17]=3[N:18]=[CH:19][N:20]=2)[CH2:3][CH2:2]1, predict the reactants needed to synthesize it. The reactants are: [CH:1]1([CH2:4][O:5][C:6]2[CH:11]=[CH:10][C:9]([CH:12]([F:14])[F:13])=[CH:8][C:7]=2[C:15]2[C:16]3[NH:23][C:22]([CH3:24])=[C:21]([C:25]([OH:27])=O)[C:17]=3[N:18]=[CH:19][N:20]=2)[CH2:3][CH2:2]1.Cl.[NH2:29][C@H:30]1[CH2:34][CH2:33][C@H:32]([NH:35][C:36](=[O:42])[O:37][C:38]([CH3:41])([CH3:40])[CH3:39])[CH2:31]1.